Dataset: Rat liver microsome stability data. Task: Regression/Classification. Given a drug SMILES string, predict its absorption, distribution, metabolism, or excretion properties. Task type varies by dataset: regression for continuous measurements (e.g., permeability, clearance, half-life) or binary classification for categorical outcomes (e.g., BBB penetration, CYP inhibition). Dataset: rlm. (1) The drug is CS(=O)(=O)c1ccc(-c2nc(C(=O)NCc3cccnc3)n3ccccc23)cc1. The result is 0 (unstable in rat liver microsomes). (2) The result is 1 (stable in rat liver microsomes). The drug is Cc1cccc(CNc2ccc(S(=O)(=O)Nc3nccs3)cc2)c1O. (3) The molecule is C/C=C/C[C@H](C)[C@@H](OC)[C@@H](C)[C@H](O)C[C@H]1OC(=O)C=C[C@H]1CC. The result is 1 (stable in rat liver microsomes). (4) The molecule is CNC(=O)c1c(-c2ccc(F)cc2)oc2nc(NCC(F)(F)F)c(-c3cccc(C(=O)NC4(C)CC4)c3)cc12. The result is 0 (unstable in rat liver microsomes). (5) The drug is CN(CC(=O)NC(c1cccc([N+](=O)[O-])c1)c1cc(Cl)c2cccnc2c1O)Cc1ccccc1. The result is 1 (stable in rat liver microsomes).